Dataset: Forward reaction prediction with 1.9M reactions from USPTO patents (1976-2016). Task: Predict the product of the given reaction. (1) Given the reactants [NH2:1][C:2]1[C:10]([Cl:11])=[C:9]([CH:12]=[CH2:13])[C:8]([C:14]([F:17])([F:16])[F:15])=[CH:7][C:3]=1[C:4]([OH:6])=O.NC1C(Cl)=C(C=O)C(C(F)(F)F)=CC=1C([NH:23][CH2:24][C:25]1[CH:30]=[C:29]([Cl:31])[CH:28]=[CH:27][C:26]=1[S:32]([CH2:35][CH3:36])(=[O:34])=[O:33])=O, predict the reaction product. The product is: [NH2:1][C:2]1[C:10]([Cl:11])=[C:9]([CH:12]=[CH2:13])[C:8]([C:14]([F:17])([F:16])[F:15])=[CH:7][C:3]=1[C:4]([NH:23][CH2:24][C:25]1[CH:30]=[C:29]([Cl:31])[CH:28]=[CH:27][C:26]=1[S:32]([CH2:35][CH3:36])(=[O:34])=[O:33])=[O:6]. (2) Given the reactants [Cl:1][C:2]1[CH:3]=[C:4]([N+:13]([O-:15])=[O:14])[C:5]([OH:12])=[C:6]([NH:8]C(=O)C)[CH:7]=1, predict the reaction product. The product is: [NH2:8][C:6]1[C:5]([OH:12])=[C:4]([N+:13]([O-:15])=[O:14])[CH:3]=[C:2]([Cl:1])[CH:7]=1. (3) Given the reactants [OH:1][CH2:2][C:3]1[CH:8]=[CH:7][CH:6]=[CH:5][C:4]=1[CH2:9][CH2:10][OH:11], predict the reaction product. The product is: [CH:2]1([OH:1])[C:3]2[C:4](=[CH:5][CH:6]=[CH:7][CH:8]=2)[CH2:9][CH2:10][O:11]1. (4) Given the reactants [C:1]([C:3]1[CH:52]=[CH:51][CH:50]=[CH:49][C:4]=1[CH2:5][N:6]1[CH2:11][CH2:10][CH2:9][C@@H:8]([NH:12][C:13]([C:15]2[CH:16]=[C:17]3[C:21](=[CH:22][CH:23]=2)[N:20](C(C2C=CC=CC=2)(C2C=CC=CC=2)C2C=CC=CC=2)[N:19]=[C:18]3[C:43]2[CH:48]=[CH:47][N:46]=[CH:45][CH:44]=2)=[O:14])[CH2:7]1)#[N:2].[C:53]([OH:59])([C:55]([F:58])([F:57])[F:56])=[O:54], predict the reaction product. The product is: [F:56][C:55]([F:58])([F:57])[C:53]([O-:59])=[O:54].[C:1]([C:3]1[CH:52]=[CH:51][CH:50]=[CH:49][C:4]=1[CH2:5][N:6]1[CH2:11][CH2:10][CH2:9][C@@H:8]([NH:12][C:13]([C:15]2[CH:16]=[C:17]3[C:21](=[CH:22][CH:23]=2)[NH:20][N:19]=[C:18]3[C:43]2[CH:44]=[CH:45][NH+:46]=[CH:47][CH:48]=2)=[O:14])[CH2:7]1)#[N:2]. (5) Given the reactants [O:1]=[C:2]1[CH2:11][CH2:10][C:9]2[C:4](=[CH:5][CH:6]=[C:7]([NH:12][C:13]3[N:14]=[C:15]([N:22]4[CH2:27][CH2:26][CH:25]([CH2:28][C:29]([OH:31])=O)[CH2:24][CH2:23]4)[C:16]4[CH:21]=[CH:20][NH:19][C:17]=4[N:18]=3)[CH:8]=2)[NH:3]1.C1C=CC2N(O)N=[N:38]C=2C=1.C(Cl)CCl.N, predict the reaction product. The product is: [O:1]=[C:2]1[CH2:11][CH2:10][C:9]2[C:4](=[CH:5][CH:6]=[C:7]([NH:12][C:13]3[N:14]=[C:15]([N:22]4[CH2:27][CH2:26][CH:25]([CH2:28][C:29]([NH2:38])=[O:31])[CH2:24][CH2:23]4)[C:16]4[CH:21]=[CH:20][NH:19][C:17]=4[N:18]=3)[CH:8]=2)[NH:3]1. (6) Given the reactants [CH2:1]([NH2:5])[CH2:2][CH2:3][CH3:4].CO[Si:8](OC)(OC)[CH2:9][CH2:10][CH2:11][Cl:12].Cl, predict the reaction product. The product is: [ClH:12].[CH2:1]([NH:5][CH2:11][CH2:10][CH2:9][SiH3:8])[CH2:2][CH2:3][CH3:4].